Dataset: Forward reaction prediction with 1.9M reactions from USPTO patents (1976-2016). Task: Predict the product of the given reaction. (1) Given the reactants [F:1][C:2]1[C:3]([NH:23][C:24]2[CH:29]=[CH:28][C:27]([CH:30]=[CH2:31])=[CH:26][C:25]=2[F:32])=[C:4]([CH:9]([OH:22])[CH2:10][O:11][Si:12]([CH:19]([CH3:21])[CH3:20])([CH:16]([CH3:18])[CH3:17])[CH:13]([CH3:15])[CH3:14])[CH:5]=[CH:6][C:7]=1[F:8].B.[O:34]1CCCC1, predict the reaction product. The product is: [F:1][C:2]1[C:3]([NH:23][C:24]2[CH:29]=[CH:28][C:27]([CH2:30][CH2:31][OH:34])=[CH:26][C:25]=2[F:32])=[C:4]([CH:9]([OH:22])[CH2:10][O:11][Si:12]([CH:16]([CH3:18])[CH3:17])([CH:19]([CH3:20])[CH3:21])[CH:13]([CH3:15])[CH3:14])[CH:5]=[CH:6][C:7]=1[F:8]. (2) Given the reactants Cl[S:2]([N:5]=C=O)(=[O:4])=[O:3].CC(O)(C)C.[CH3:13][N:14]1[C:18]2[CH:19]=[CH:20][CH:21]=[CH:22][C:17]=2[N:16]([CH:23]2[CH2:28][CH2:27][N:26]([CH2:29][CH2:30][CH2:31][N:32]3[C:40]4[CH2:39][CH2:38][NH:37][CH2:36][C:35]=4[C:34]([C:41]4[CH:46]=[CH:45][C:44]([C:47]([F:50])([F:49])[F:48])=[CH:43][CH:42]=4)=[N:33]3)[CH2:25][CH2:24]2)[C:15]1=[O:51].C(N(CC)CC)C, predict the reaction product. The product is: [CH3:13][N:14]1[C:18]2[CH:19]=[CH:20][CH:21]=[CH:22][C:17]=2[N:16]([CH:23]2[CH2:28][CH2:27][N:26]([CH2:29][CH2:30][CH2:31][N:32]3[C:40]4[CH2:39][CH2:38][N:37]([S:2]([NH2:5])(=[O:4])=[O:3])[CH2:36][C:35]=4[C:34]([C:41]4[CH:42]=[CH:43][C:44]([C:47]([F:49])([F:50])[F:48])=[CH:45][CH:46]=4)=[N:33]3)[CH2:25][CH2:24]2)[C:15]1=[O:51]. (3) Given the reactants P(Cl)(Cl)([Cl:3])=O.O[CH2:7][CH2:8][C:9]1[CH:10]=[C:11]2[C:15](=[CH:16][CH:17]=1)[NH:14][CH:13]=[CH:12]2.CN([CH:21]=[O:22])C, predict the reaction product. The product is: [Cl:3][CH2:7][CH2:8][C:9]1[CH:10]=[C:11]2[C:15](=[CH:16][CH:17]=1)[NH:14][CH:13]=[C:12]2[CH:21]=[O:22]. (4) Given the reactants [F:1][C:2]1[CH:9]=[CH:8][C:5]([CH:6]=[O:7])=[C:4]([S:10][CH3:11])[CH:3]=1.ClC1C=CC=C(C(OO)=[O:20])C=1.[CH3:23][S:24]([CH3:26])=[O:25].C([O-])(O)=[O:28].[Na+], predict the reaction product. The product is: [F:1][C:2]1[CH:9]=[CH:8][C:5]([CH:6]=[O:7])=[C:23]([S:24]([CH3:26])(=[O:20])=[O:25])[CH:3]=1.[F:1][C:2]1[CH:9]=[CH:8][C:5]([CH:6]=[O:7])=[C:4]([S:10]([CH3:11])=[O:28])[CH:3]=1. (5) Given the reactants C([N:4]([CH:7]([CH3:9])[CH3:8])[CH2:5][CH3:6])(C)C.Cl.[CH3:11][NH:12][O:13][CH3:14].F[P-](F)(F)(F)(F)F.[N:22]1(O[P+](N2CCCC2)(N2CCCC2)N2CCCC2)[C:26]2C=CC=CC=2N=N1.CN(C)C=[O:51], predict the reaction product. The product is: [CH3:14][O:13][N:12]([CH3:11])[C:9]([C:7]1[N:4]([CH2:5][CH3:6])[N:22]=[CH:26][CH:8]=1)=[O:51]. (6) The product is: [CH3:1][O:2][C:3](=[O:13])[C@@H:4]([N:12]1[CH2:29][C:28]([O:31][C:32]2[CH:37]=[CH:36][C:35]([Cl:38])=[CH:34][C:33]=2[Cl:39])=[CH:27][C:26]1=[O:25])[CH2:5][CH:6]1[CH2:11][CH2:10][CH2:9][CH2:8][CH2:7]1. Given the reactants [CH3:1][O:2][C:3](=[O:13])[C@@H:4]([NH2:12])[CH2:5][CH:6]1[CH2:11][CH2:10][CH2:9][CH2:8][CH2:7]1.C(N(CC)C(C)C)(C)C.C([O:25][C:26](=O)/[CH:27]=[C:28](/[O:31][C:32]1[CH:37]=[CH:36][C:35]([Cl:38])=[CH:34][C:33]=1[Cl:39])\[CH2:29]Br)C, predict the reaction product. (7) Given the reactants [CH3:1][O:2][C:3](=[O:13])[C:4]1[CH:9]=[CH:8][C:7]([O:10][CH3:11])=[C:6]([OH:12])[CH:5]=1.C(=O)([O-])[O-].[K+].[K+].Br[CH2:21][C:22]([C:24]1[CH:25]=[C:26]([CH3:30])[CH:27]=[CH:28][CH:29]=1)=[O:23], predict the reaction product. The product is: [CH3:1][O:2][C:3](=[O:13])[C:4]1[CH:9]=[CH:8][C:7]([O:10][CH3:11])=[C:6]([O:12][CH2:21][C:22](=[O:23])[C:24]2[CH:25]=[C:26]([CH3:30])[CH:27]=[CH:28][CH:29]=2)[CH:5]=1. (8) The product is: [F:8][C:9]1[CH:10]=[CH:11][CH:13]=[CH:14][C:15]=1[O:16][C:17]1[C:25]2[C:20](=[CH:21][CH:22]=[CH:23][CH:24]=2)[N:19]([CH2:26][C:27]2[CH:32]=[CH:31][C:30]([O:33][CH3:34])=[CH:29][CH:28]=2)[N:18]=1. Given the reactants N(OCCCC)=O.[F:8][C:9]1[CH:10]=[C:11]([CH:13]=[CH:14][C:15]=1[O:16][C:17]1[C:25]2[C:20](=[CH:21][CH:22]=[CH:23][CH:24]=2)[N:19]([CH2:26][C:27]2[CH:32]=[CH:31][C:30]([O:33][CH3:34])=[CH:29][CH:28]=2)[N:18]=1)N.Cl, predict the reaction product.